From a dataset of Full USPTO retrosynthesis dataset with 1.9M reactions from patents (1976-2016). Predict the reactants needed to synthesize the given product. Given the product [CH3:1][O:2][C:3]([C:5]1[O:6][C:7]([CH3:12])=[C:8]([CH2:10][O:11][C:23]2[CH:24]=[CH:25][C:20]([C:17]3[CH:18]=[CH:19][CH:14]=[CH:15][CH:16]=3)=[CH:21][CH:22]=2)[CH:9]=1)=[O:4], predict the reactants needed to synthesize it. The reactants are: [CH3:1][O:2][C:3]([C:5]1[O:6][C:7]([CH3:12])=[C:8]([CH2:10][OH:11])[CH:9]=1)=[O:4].O[C:14]1[CH:19]=[CH:18][C:17]([C:20]2[CH:25]=[CH:24][CH:23]=[CH:22][CH:21]=2)=[CH:16][CH:15]=1.C1(P(C2C=CC=CC=2)C2C=CC=CC=2)C=CC=CC=1.CC(OC(/N=N/C(OC(C)C)=O)=O)C.